The task is: Predict the product of the given reaction.. This data is from Forward reaction prediction with 1.9M reactions from USPTO patents (1976-2016). Given the reactants [Br:1][C:2]1[S:6][C:5]([CH3:7])=[C:4]([C:8]([C:10]2[CH:15]=[CH:14][CH:13]=[C:12]([CH3:16])[CH:11]=2)=O)[CH:3]=1.C(Cl)Cl.C([SiH](CC)CC)C.B(F)(F)F.CCOCC, predict the reaction product. The product is: [Br:1][C:2]1[S:6][C:5]([CH3:7])=[C:4]([CH2:8][C:10]2[CH:15]=[CH:14][CH:13]=[C:12]([CH3:16])[CH:11]=2)[CH:3]=1.